Dataset: Reaction yield outcomes from USPTO patents with 853,638 reactions. Task: Predict the reaction yield, written as a fraction of the theoretical maximum amount of product (1.0 means a 100% yield; for example, 0.34 means a 34% yield). (1) The reactants are [N+:1]([C:4]1[CH:5]=[C:6]([C@H:10]([NH:12][C:13](=[O:22])[O:14][CH2:15][C:16]2[CH:21]=[CH:20][CH:19]=[CH:18][CH:17]=2)[CH3:11])[CH:7]=[CH:8][CH:9]=1)([O-])=O.CCO.O. The catalyst is [Fe].CC(O)=O. The product is [NH2:1][C:4]1[CH:5]=[C:6]([C@H:10]([NH:12][C:13](=[O:22])[O:14][CH2:15][C:16]2[CH:17]=[CH:18][CH:19]=[CH:20][CH:21]=2)[CH3:11])[CH:7]=[CH:8][CH:9]=1. The yield is 0.610. (2) The reactants are Br[C:2]1[CH:7]=[CH:6][N:5]2[N:8]=[C:9]([C:11]([O:13][CH2:14][CH3:15])=[O:12])[N:10]=[C:4]2[CH:3]=1.[C:16](=[O:23])([O:18][C:19]([CH3:22])([CH3:21])[CH3:20])[NH2:17].C(=O)([O-])[O-].[Cs+].[Cs+]. The catalyst is O1CCOCC1.C1C=CC(/C=C/C(/C=C/C2C=CC=CC=2)=O)=CC=1.C1C=CC(/C=C/C(/C=C/C2C=CC=CC=2)=O)=CC=1.C1C=CC(/C=C/C(/C=C/C2C=CC=CC=2)=O)=CC=1.[Pd].[Pd].C1(P(C2C=CC=CC=2)C2C3OC4C(=CC=CC=4P(C4C=CC=CC=4)C4C=CC=CC=4)C(C)(C)C=3C=CC=2)C=CC=CC=1. The product is [C:19]([O:18][C:16]([NH:17][C:2]1[CH:7]=[CH:6][N:5]2[N:8]=[C:9]([C:11]([O:13][CH2:14][CH3:15])=[O:12])[N:10]=[C:4]2[CH:3]=1)=[O:23])([CH3:22])([CH3:21])[CH3:20]. The yield is 0.540. (3) The reactants are [OH-].[Li+].[F:3][CH:4]([F:29])[C:5]1[N:6]([C:17]2[C:26]3[C:21](=[CH:22][CH:23]=[CH:24][CH:25]=3)[C:20]([CH2:27][CH3:28])=[CH:19][CH:18]=2)[C:7]([S:10][CH2:11][C:12]([O:14]CC)=[O:13])=[N:8][N:9]=1. The catalyst is C1COCC1.O. The product is [F:29][CH:4]([F:3])[C:5]1[N:6]([C:17]2[C:26]3[C:21](=[CH:22][CH:23]=[CH:24][CH:25]=3)[C:20]([CH2:27][CH3:28])=[CH:19][CH:18]=2)[C:7]([S:10][CH2:11][C:12]([OH:14])=[O:13])=[N:8][N:9]=1. The yield is 0.990. (4) The reactants are [CH3:1][C:2]1[CH:7]=[CH:6][C:5]([S:8]([O:11][CH2:12][CH:13]2[CH2:17][C:16]3[CH:18]=[CH:19][CH:20]=[C:21](Br)[C:15]=3[O:14]2)(=[O:10])=[O:9])=[CH:4][CH:3]=1.[F:23][C:24]1[CH:25]=[C:26](B(O)O)[CH:27]=[CH:28][CH:29]=1.C(=O)([O-])[O-].[K+].[K+].CC1C=CC(S(OCC2CC3C(C4C=CC=CC=4)=CC=CC=3O2)(=O)=O)=CC=1. The catalyst is CC1C=CC=CC=1[P](C1C=CC=CC=1C)([Pd](Cl)(Cl)[P](C1=C(C)C=CC=C1)(C1C=CC=CC=1C)C1C=CC=CC=1C)C1C=CC=CC=1C. The product is [CH3:1][C:2]1[CH:7]=[CH:6][C:5]([S:8]([O:11][CH2:12][CH:13]2[CH2:17][C:16]3[CH:18]=[CH:19][CH:20]=[C:21]([C:28]4[CH:27]=[CH:26][CH:25]=[C:24]([F:23])[CH:29]=4)[C:15]=3[O:14]2)(=[O:10])=[O:9])=[CH:4][CH:3]=1. The yield is 0.750. (5) The reactants are N([O-])=O.[Na+].[CH3:5][N:6]1[C:14]2[C:9](=[CH:10][C:11](N)=[CH:12][CH:13]=2)[CH:8]=[N:7]1.[S:16](=[O:18])=[O:17].C(O)(=O)C.[ClH:23]. The catalyst is O.O.O.[Cu](Cl)Cl.C(#N)C. The product is [CH3:5][N:6]1[C:14]2[C:9](=[CH:10][C:11]([S:16]([Cl:23])(=[O:18])=[O:17])=[CH:12][CH:13]=2)[CH:8]=[N:7]1. The yield is 0.530.